From a dataset of Full USPTO retrosynthesis dataset with 1.9M reactions from patents (1976-2016). Predict the reactants needed to synthesize the given product. (1) The reactants are: [C:1]([CH:5]1[N:14]2[C:9](=[CH:10][C:11](=[O:20])[C:12]([C:15]([O:17][CH2:18][CH3:19])=[O:16])=[CH:13]2)[C:8]2[CH:21]=[C:22]([O:26][CH3:27])[C:23]([OH:25])=[CH:24][C:7]=2[CH2:6]1)([CH3:4])([CH3:3])[CH3:2].CC1C=CC(S(O[CH2:39][CH2:40][CH2:41][N:42]2[CH2:46][CH2:45][CH2:44][C:43]2=[O:47])(=O)=O)=CC=1.C([O-])([O-])=O.[K+].[K+]. Given the product [C:1]([CH:5]1[N:14]2[C:9](=[CH:10][C:11](=[O:20])[C:12]([C:15]([O:17][CH2:18][CH3:19])=[O:16])=[CH:13]2)[C:8]2[CH:21]=[C:22]([O:26][CH3:27])[C:23]([O:25][CH2:39][CH2:40][CH2:41][N:42]3[CH2:46][CH2:45][CH2:44][C:43]3=[O:47])=[CH:24][C:7]=2[CH2:6]1)([CH3:2])([CH3:3])[CH3:4], predict the reactants needed to synthesize it. (2) Given the product [NH3:12].[Cl:1][C:2]1[CH:7]=[CH:6][CH:5]=[CH:4][C:3]=1[CH2:8][CH2:9][CH2:10][N:12]1[CH2:13][CH:14]2[CH:16]([C:15]2([C:19]2[CH:20]=[C:21]([NH:25][S:26]([CH3:29])(=[O:28])=[O:27])[CH:22]=[CH:23][CH:24]=2)[CH3:18])[CH2:17]1, predict the reactants needed to synthesize it. The reactants are: [Cl:1][C:2]1[CH:7]=[CH:6][CH:5]=[CH:4][C:3]=1[CH2:8][CH2:9][C:10]([N:12]1[CH2:17][CH:16]2[CH:14]([C:15]2([C:19]2[CH:20]=[C:21]([NH:25][S:26]([CH3:29])(=[O:28])=[O:27])[CH:22]=[CH:23][CH:24]=2)[CH3:18])[CH2:13]1)=O.[H-].[Al+3].[Li+].[H-].[H-].[H-].O.C(=O)([O-])[O-].[Na+].[Na+]. (3) Given the product [CH2:1]([O:3][C:4]([CH2:6][CH2:7][CH2:8][N:9]1[N:13]=[N:12][C:11](/[CH:14]=[C:15]2\[CH2:16][N:17]([C:22]([C:35]3[CH:36]=[CH:37][CH:38]=[CH:39][CH:40]=3)([C:29]3[CH:30]=[CH:31][CH:32]=[CH:33][CH:34]=3)[C:23]3[CH:24]=[CH:25][CH:26]=[CH:27][CH:28]=3)[CH2:18][CH2:19][CH:20]\2[OH:21])=[N:10]1)=[O:5])[CH3:2], predict the reactants needed to synthesize it. The reactants are: [CH2:1]([O:3][C:4]([CH2:6][CH2:7][CH2:8][N:9]1[N:13]=[N:12][C:11](/[CH:14]=[C:15]2\[CH2:16][N:17]([C:22]([C:35]3[CH:40]=[CH:39][CH:38]=[CH:37][CH:36]=3)([C:29]3[CH:34]=[CH:33][CH:32]=[CH:31][CH:30]=3)[C:23]3[CH:28]=[CH:27][CH:26]=[CH:25][CH:24]=3)[CH2:18][CH2:19][C:20]\2=[O:21])=[N:10]1)=[O:5])[CH3:2].[BH4-].[Na+].ClCCl. (4) Given the product [CH3:42][C:37]1([CH3:43])[C:38]([CH3:41])([CH3:40])[O:39][B:35]([C:17]2[CH2:22][CH2:21][CH:20]([O:23][C:24]3[CH:25]=[CH:26][C:27]([C:30]([F:31])([F:32])[F:33])=[CH:28][CH:29]=3)[CH2:19][CH:18]=2)[O:36]1, predict the reactants needed to synthesize it. The reactants are: FC(F)(S(O[C:17]1[CH2:22][CH2:21][CH:20]([O:23][C:24]2[CH:29]=[CH:28][C:27]([C:30]([F:33])([F:32])[F:31])=[CH:26][CH:25]=2)[CH2:19][CH:18]=1)(=O)=O)C(F)(F)C(F)(F)C(F)(F)F.[B:35]1([B:35]2[O:39][C:38]([CH3:41])([CH3:40])[C:37]([CH3:43])([CH3:42])[O:36]2)[O:39][C:38]([CH3:41])([CH3:40])[C:37]([CH3:43])([CH3:42])[O:36]1.CC([O-])=O.[K+].